This data is from Peptide-MHC class I binding affinity with 185,985 pairs from IEDB/IMGT. The task is: Regression. Given a peptide amino acid sequence and an MHC pseudo amino acid sequence, predict their binding affinity value. This is MHC class I binding data. (1) The peptide sequence is SRLVQQESG. The MHC is Mamu-B03 with pseudo-sequence Mamu-B03. The binding affinity (normalized) is 0.119. (2) The peptide sequence is FYYNAFHWA. The MHC is HLA-A24:02 with pseudo-sequence HLA-A24:02. The binding affinity (normalized) is 0.383. (3) The binding affinity (normalized) is 0. The peptide sequence is FPQLSAIAL. The MHC is HLA-A02:01 with pseudo-sequence HLA-A02:01. (4) The peptide sequence is RLAGDDPEV. The MHC is HLA-A02:01 with pseudo-sequence HLA-A02:01. The binding affinity (normalized) is 0.580. (5) The peptide sequence is LLLSINSSFY. The MHC is HLA-A33:01 with pseudo-sequence HLA-A33:01. The binding affinity (normalized) is 0.287. (6) The binding affinity (normalized) is 0.0847. The MHC is HLA-A69:01 with pseudo-sequence HLA-A69:01. The peptide sequence is RRVRDNMTK. (7) The peptide sequence is RENANQLVV. The MHC is HLA-B45:01 with pseudo-sequence HLA-B45:01. The binding affinity (normalized) is 0.666. (8) The peptide sequence is LSDDSGLMV. The MHC is HLA-B40:01 with pseudo-sequence HLA-B40:01. The binding affinity (normalized) is 0.0847. (9) The peptide sequence is MPIAAAIGT. The MHC is HLA-A24:03 with pseudo-sequence HLA-A24:03. The binding affinity (normalized) is 0.0847. (10) The MHC is HLA-A30:02 with pseudo-sequence HLA-A30:02. The peptide sequence is LCMLNNSLYY. The binding affinity (normalized) is 0.519.